Dataset: Forward reaction prediction with 1.9M reactions from USPTO patents (1976-2016). Task: Predict the product of the given reaction. Given the reactants [Cl:1][C:2]1[CH:3]=[CH:4][C:5]([CH3:23])=[C:6]([CH:22]=1)[C:7]([CH:9]1[CH2:14][CH2:13][N:12](C(OC(C)(C)C)=O)[CH2:11][CH2:10]1)=[O:8], predict the reaction product. The product is: [ClH:1].[Cl:1][C:2]1[CH:3]=[CH:4][C:5]([CH3:23])=[C:6]([C:7]([CH:9]2[CH2:14][CH2:13][NH:12][CH2:11][CH2:10]2)=[O:8])[CH:22]=1.